From a dataset of Choline transporter screen with 302,306 compounds. Binary Classification. Given a drug SMILES string, predict its activity (active/inactive) in a high-throughput screening assay against a specified biological target. (1) The compound is O=C1/C(=c2/[nH][nH]c(n2)/C=C\c2ccc(NC(=O)C)cc2)C=CC=C1. The result is 0 (inactive). (2) The compound is Clc1c(S(=O)(=O)N2CCN(CC2)c2ccc(F)cc2)cc(cc1)C(OCC(=O)Nc1cc(Cl)ccc1)=O. The result is 0 (inactive). (3) The molecule is Clc1c(NS(=O)(=O)c2cc(NC(=O)c3[nH]c(=O)[nH]c(=O)c3)ccc2OC)cccc1. The result is 0 (inactive). (4) The drug is Clc1ccc(c2nc(sc2)N2CCN(CC2)C(=S)NCCCN2CCOCC2)cc1. The result is 0 (inactive). (5) The molecule is Clc1c(c(NC(=O)CSc2nnc(c3sc(nc3C)C)cc2)ccc1)C. The result is 0 (inactive). (6) The compound is [O-][N+](=O)c1cc2C3C(C(Nc2c(c1)C)c1ncccc1)CC=C3. The result is 0 (inactive). (7) The result is 0 (inactive). The compound is S(C(CC)C(=O)Nc1sc(nn1)CC(OCC)=O)c1[nH]c(cc(=O)n1)C. (8) The molecule is O(C(=O)C(NC(=O)c1ccccc1)C(C)C)C(C(=O)Nc1c(n(n(c1=O)c1ccccc1)C)C)C. The result is 0 (inactive). (9) The result is 0 (inactive). The drug is Oc1cc2C(CN(CCc2cc1O)CC=C)c1ccccc1.